Dataset: Reaction yield outcomes from USPTO patents with 853,638 reactions. Task: Predict the reaction yield, written as a fraction of the theoretical maximum amount of product (1.0 means a 100% yield; for example, 0.34 means a 34% yield). (1) The reactants are Br[C:2]1[CH:3]=[C:4]([N:8]2[C:16]3[C:11](=[CH:12][C:13]([CH2:17][N:18]4[CH2:22][CH2:21][CH2:20][CH2:19]4)=[CH:14][CH:15]=3)[C:10]([C:23]([O:25][CH3:26])=[O:24])=[N:9]2)[CH:5]=[CH:6][CH:7]=1.[C:27]([C@:29]1([OH:36])[CH2:33][CH2:32][N:31]([CH3:34])[C:30]1=[O:35])#[CH:28]. No catalyst specified. The product is [OH:36][C@@:29]1([C:27]#[C:28][C:2]2[CH:3]=[C:4]([N:8]3[C:16]4[C:11](=[CH:12][C:13]([CH2:17][N:18]5[CH2:19][CH2:20][CH2:21][CH2:22]5)=[CH:14][CH:15]=4)[C:10]([C:23]([O:25][CH3:26])=[O:24])=[N:9]3)[CH:5]=[CH:6][CH:7]=2)[CH2:33][CH2:32][N:31]([CH3:34])[C:30]1=[O:35]. The yield is 0.830. (2) The reactants are [C:1]([C:5]1[C:13]2[C:8](=[CH:9][C:10]([N+:14]([O-])=O)=[CH:11][CH:12]=2)[NH:7][CH:6]=1)([CH3:4])([CH3:3])[CH3:2]. The catalyst is C(O)C.[Ni]. The product is [C:1]([C:5]1[C:13]2[C:8](=[CH:9][C:10]([NH2:14])=[CH:11][CH:12]=2)[NH:7][CH:6]=1)([CH3:4])([CH3:2])[CH3:3]. The yield is 0.773. (3) The reactants are [F:1][CH:2]([F:48])[C:3]1[N:7]([C:8]2[N:13]=[C:12]([N:14]3[CH2:19][CH2:18][N:17]([S:20]([CH2:23][CH2:24][N:25]([CH3:27])[CH3:26])(=[O:22])=[O:21])[CH2:16][CH2:15]3)[N:11]=[C:10]([N:28]3[CH2:33][CH2:32][O:31][CH2:30][CH2:29]3)[N:9]=2)[C:6]2[CH:34]=[C:35]([NH:40]C(=O)OC(C)(C)C)[CH:36]=[C:37]([O:38][CH3:39])[C:5]=2[N:4]=1.N. The catalyst is C(Cl)Cl.C(O)(C(F)(F)F)=O. The product is [NH2:40][C:35]1[CH:36]=[C:37]([O:38][CH3:39])[C:5]2[N:4]=[C:3]([CH:2]([F:48])[F:1])[N:7]([C:8]3[N:9]=[C:10]([N:28]4[CH2:33][CH2:32][O:31][CH2:30][CH2:29]4)[N:11]=[C:12]([N:14]4[CH2:19][CH2:18][N:17]([S:20]([CH2:23][CH2:24][N:25]([CH3:27])[CH3:26])(=[O:22])=[O:21])[CH2:16][CH2:15]4)[N:13]=3)[C:6]=2[CH:34]=1. The yield is 1.00. (4) The reactants are [F:1][C:2]1[CH:9]=[CH:8][C:5]([CH2:6][NH2:7])=[CH:4][CH:3]=1.O=[C:11]1[CH2:16][CH2:15][N:14]([C:17]([O:19][CH2:20][C:21]2[CH:26]=[CH:25][CH:24]=[CH:23][CH:22]=2)=[O:18])[CH2:13][CH2:12]1.C([BH3-])#N.[Na+]. The catalyst is CO.C(O)(=O)C. The product is [CH2:20]([O:19][C:17]([N:14]1[CH2:15][CH2:16][CH:11]([NH:7][CH2:6][C:5]2[CH:8]=[CH:9][C:2]([F:1])=[CH:3][CH:4]=2)[CH2:12][CH2:13]1)=[O:18])[C:21]1[CH:22]=[CH:23][CH:24]=[CH:25][CH:26]=1. The yield is 0.600. (5) The reactants are [Br:1][C:2]1[N:3]=[C:4]([C:9]#[C:10][Si](C)(C)C)[C:5]([NH2:8])=[N:6][CH:7]=1.[H-].[Na+].[C:17]1([CH3:27])[CH:22]=[CH:21][C:20]([S:23](Cl)(=[O:25])=[O:24])=[CH:19][CH:18]=1. The catalyst is CN(C=O)C. The product is [Br:1][C:2]1[N:3]=[C:4]2[CH:9]=[CH:10][N:8]([S:23]([C:20]3[CH:21]=[CH:22][C:17]([CH3:27])=[CH:18][CH:19]=3)(=[O:25])=[O:24])[C:5]2=[N:6][CH:7]=1. The yield is 0.520. (6) The reactants are Cl.[Sn](Cl)Cl.[Cl:5][C:6]1[CH:11]=[CH:10][C:9]([N:12]2[CH2:17][CH2:16][CH2:15][CH2:14][CH2:13]2)=[C:8]([N+:18]([O-])=O)[CH:7]=1.C(=O)(O)[O-].[Na+]. The catalyst is CO. The product is [Cl:5][C:6]1[CH:11]=[CH:10][C:9]([N:12]2[CH2:17][CH2:16][CH2:15][CH2:14][CH2:13]2)=[C:8]([CH:7]=1)[NH2:18]. The yield is 0.943. (7) The reactants are C(N1CC[CH:7]([O:10][C:11]2[CH:16]=[CH:15][C:14]([C:17]3([CH2:23][NH:24][CH3:25])[CH2:22][CH2:21][O:20][CH2:19][CH2:18]3)=[CH:13][CH:12]=2)CC1)(C)C.[CH2:26]([N:28]([CH2:31][CH3:32])[CH2:29][CH3:30])[CH3:27].[C:33](O[C:33](=[O:36])[CH2:34][CH3:35])(=[O:36])[CH2:34][CH3:35].O.Cl[CH2:44]Cl. No catalyst specified. The product is [CH:26]([N:28]1[CH2:31][CH2:32][CH:7]([O:10][C:11]2[CH:12]=[CH:13][C:14]([C:17]3([CH2:23][N:24]([CH3:25])[C:33](=[O:36])[CH2:34][CH3:35])[CH2:18][CH2:19][O:20][CH2:21][CH2:22]3)=[CH:15][CH:16]=2)[CH2:30][CH2:29]1)([CH3:44])[CH3:27]. The yield is 0.820. (8) The reactants are [Cl:1][C:2]1[CH:3]=[C:4]([OH:9])[CH:5]=[C:6]([Cl:8])[CH:7]=1.N1C=CN=C1.[CH:15]([Si:18]([CH:23]([CH3:25])[CH3:24])([CH:20]([CH3:22])[CH3:21])Cl)([CH3:17])[CH3:16].CN(C=O)C. The catalyst is O. The product is [Cl:1][C:2]1[CH:3]=[C:4]([CH:5]=[C:6]([Cl:8])[CH:7]=1)[O:9][Si:18]([CH:23]([CH3:25])[CH3:24])([CH:20]([CH3:22])[CH3:21])[CH:15]([CH3:17])[CH3:16]. The yield is 0.970. (9) The reactants are [F:1][C:2]1[CH:7]=[C:6]([O:8][CH3:9])[CH:5]=[C:4]([F:10])[C:3]=1[C:11]1[N:16]=[C:15]([C:17]([O:19]C)=[O:18])[CH:14]=[CH:13][C:12]=1[F:21].[Li+].[OH-]. The catalyst is C1COCC1.CO. The product is [F:1][C:2]1[CH:7]=[C:6]([O:8][CH3:9])[CH:5]=[C:4]([F:10])[C:3]=1[C:11]1[N:16]=[C:15]([C:17]([OH:19])=[O:18])[CH:14]=[CH:13][C:12]=1[F:21]. The yield is 0.840.